Dataset: Catalyst prediction with 721,799 reactions and 888 catalyst types from USPTO. Task: Predict which catalyst facilitates the given reaction. (1) Reactant: [CH3:1][C:2]([CH3:15])([CH2:7][O:8][CH:9]1[CH2:14][CH2:13][NH:12][CH2:11][CH2:10]1)[C:3]([O:5][CH3:6])=[O:4].F[C:17]1[CH:22]=[CH:21][C:20]([CH:23]=[O:24])=[CH:19][N:18]=1.C(=O)(O)[O-].[Na+].O. Product: [CH:23]([C:20]1[CH:21]=[CH:22][C:17]([N:12]2[CH2:13][CH2:14][CH:9]([O:8][CH2:7][C:2]([CH3:15])([CH3:1])[C:3]([O:5][CH3:6])=[O:4])[CH2:10][CH2:11]2)=[N:18][CH:19]=1)=[O:24]. The catalyst class is: 37. (2) Reactant: O1CCCCC1[N:7]1[C:15]2[C:10](=[CH:11][C:12]([C:16]3[N:20]=[CH:19][N:18](C(C4C=CC=CC=4)(C4C=CC=CC=4)C4C=CC=CC=4)[N:17]=3)=[CH:13][CH:14]=2)[C:9]([C:40]2[CH:41]=[C:42]([NH:46][C:47](=[O:56])/[CH:48]=[CH:49]/[C:50]3[CH:55]=[CH:54][CH:53]=[CH:52][CH:51]=3)[CH:43]=[CH:44][CH:45]=2)=[N:8]1. Product: [NH:18]1[CH:19]=[N:20][C:16]([C:12]2[CH:11]=[C:10]3[C:15](=[CH:14][CH:13]=2)[NH:7][N:8]=[C:9]3[C:40]2[CH:41]=[C:42]([NH:46][C:47](=[O:56])/[CH:48]=[CH:49]/[C:50]3[CH:51]=[CH:52][CH:53]=[CH:54][CH:55]=3)[CH:43]=[CH:44][CH:45]=2)=[N:17]1. The catalyst class is: 89. (3) Reactant: BrC1C=C(F)C(OC(=O)C(C)(C)C)=C(F)C=1C#N.[CH3:19][O:20][C:21]([C:23]1[C:24]([C:32]2[CH:37]=[CH:36][C:35]([C:38]3[S:39][CH:40]=[CH:41][C:42]=3[NH:43][S:44]([CH:47]([CH3:49])[CH3:48])(=[O:46])=[O:45])=[CH:34][CH:33]=2)=[C:25]([N+:29]([O-])=O)[CH:26]=[CH:27][CH:28]=1)=[O:22].CCOC(C)=O. Product: [CH3:19][O:20][C:21]([C:23]1[C:24]([C:32]2[CH:33]=[CH:34][C:35]([C:38]3[S:39][CH:40]=[CH:41][C:42]=3[NH:43][S:44]([CH:47]([CH3:49])[CH3:48])(=[O:46])=[O:45])=[CH:36][CH:37]=2)=[C:25]([NH2:29])[CH:26]=[CH:27][CH:28]=1)=[O:22]. The catalyst class is: 14. (4) Reactant: [Cl:1][C:2]1[CH:7]=[C:6]([Cl:8])[N:5]=[CH:4][C:3]=1[C:9](OC)=[O:10].CC(C[AlH]CC(C)C)C. Product: [Cl:1][C:2]1[CH:7]=[C:6]([Cl:8])[N:5]=[CH:4][C:3]=1[CH:9]=[O:10]. The catalyst class is: 2. (5) Reactant: [O:1]=[C:2]1[C:7]([CH2:8][C:9]2[CH:14]=[CH:13][C:12]([C:15]3[C:16]([C:21]#[N:22])=[CH:17][CH:18]=[CH:19][CH:20]=3)=[CH:11][CH:10]=2)=[C:6]([CH2:23][CH2:24][CH3:25])[N:5]2[N:26]=[CH:27][N:28]=[C:4]2[NH:3]1.Br[CH2:30][C:31]1[CH:36]=[CH:35][C:34]([F:37])=[CH:33][CH:32]=1.C(=O)([O-])[O-].[K+].[K+].CN(C)C=O. Product: [F:37][C:34]1[CH:35]=[CH:36][C:31]([CH2:30][N:3]2[C:2](=[O:1])[C:7]([CH2:8][C:9]3[CH:10]=[CH:11][C:12]([C:15]4[C:16]([C:21]#[N:22])=[CH:17][CH:18]=[CH:19][CH:20]=4)=[CH:13][CH:14]=3)=[C:6]([CH2:23][CH2:24][CH3:25])[N:5]3[N:26]=[CH:27][N:28]=[C:4]23)=[CH:32][CH:33]=1. The catalyst class is: 13.